This data is from Peptide-MHC class II binding affinity with 134,281 pairs from IEDB. The task is: Regression. Given a peptide amino acid sequence and an MHC pseudo amino acid sequence, predict their binding affinity value. This is MHC class II binding data. The peptide sequence is HRDNIEDDLLNRNNT. The MHC is DRB3_0101 with pseudo-sequence DRB3_0101. The binding affinity (normalized) is 0.0794.